Task: Predict the reaction yield, written as a fraction of the theoretical maximum amount of product (1.0 means a 100% yield; for example, 0.34 means a 34% yield).. Dataset: Reaction yield outcomes from USPTO patents with 853,638 reactions (1) The reactants are Br[C:2]1[CH:7]=[CH:6][C:5]([S:8]([NH:11][CH3:12])(=[O:10])=[O:9])=[CH:4][CH:3]=1.[Li]C.[Li]CCCC.CN(CCN(C)C)C.[C:28]([O:32][C:33]([N:35]1[CH2:40][CH2:39][CH:38]([CH:41]=[O:42])[CH2:37][CH2:36]1)=[O:34])([CH3:31])([CH3:30])[CH3:29]. The catalyst is C1COCC1. The product is [C:28]([O:32][C:33]([N:35]1[CH2:40][CH2:39][CH:38]([CH:41]([OH:42])[C:2]2[CH:7]=[CH:6][C:5]([S:8](=[O:10])(=[O:9])[NH:11][CH3:12])=[CH:4][CH:3]=2)[CH2:37][CH2:36]1)=[O:34])([CH3:31])([CH3:30])[CH3:29]. The yield is 0.410. (2) The reactants are C1C=C[NH+]=CC=1.[Br:7][Br-]Br.[CH3:10][O:11][C:12]1[CH:13]=[C:14]2[C:19](=[CH:20][CH:21]=1)[C:18]([C:23]1[CH:24]=[N:25][C:26]([O:29][CH2:30][CH2:31][N:32]3[CH2:36][CH2:35][CH2:34][CH2:33]3)=[CH:27][CH:28]=1)(O)[CH2:17][CH2:16][CH2:15]2.C([O-])(O)=O.[Na+]. The catalyst is C(Cl)Cl. The product is [Br:7][C:17]1[CH2:16][CH2:15][C:14]2[C:19](=[CH:20][CH:21]=[C:12]([O:11][CH3:10])[CH:13]=2)[C:18]=1[C:23]1[CH:28]=[CH:27][C:26]([O:29][CH2:30][CH2:31][N:32]2[CH2:36][CH2:35][CH2:34][CH2:33]2)=[N:25][CH:24]=1. The yield is 0.700.